This data is from NCI-60 drug combinations with 297,098 pairs across 59 cell lines. The task is: Regression. Given two drug SMILES strings and cell line genomic features, predict the synergy score measuring deviation from expected non-interaction effect. (1) Drug 1: CC(CN1CC(=O)NC(=O)C1)N2CC(=O)NC(=O)C2. Drug 2: CCC1(CC2CC(C3=C(CCN(C2)C1)C4=CC=CC=C4N3)(C5=C(C=C6C(=C5)C78CCN9C7C(C=CC9)(C(C(C8N6C)(C(=O)OC)O)OC(=O)C)CC)OC)C(=O)OC)O.OS(=O)(=O)O. Cell line: BT-549. Synergy scores: CSS=16.3, Synergy_ZIP=-2.49, Synergy_Bliss=-0.215, Synergy_Loewe=-7.89, Synergy_HSA=1.27. (2) Drug 1: CC1C(C(=O)NC(C(=O)N2CCCC2C(=O)N(CC(=O)N(C(C(=O)O1)C(C)C)C)C)C(C)C)NC(=O)C3=C4C(=C(C=C3)C)OC5=C(C(=O)C(=C(C5=N4)C(=O)NC6C(OC(=O)C(N(C(=O)CN(C(=O)C7CCCN7C(=O)C(NC6=O)C(C)C)C)C)C(C)C)C)N)C. Drug 2: CCN(CC)CCCC(C)NC1=C2C=C(C=CC2=NC3=C1C=CC(=C3)Cl)OC. Cell line: 786-0. Synergy scores: CSS=14.3, Synergy_ZIP=-7.00, Synergy_Bliss=0.683, Synergy_Loewe=-2.22, Synergy_HSA=-0.390.